From a dataset of NCI-60 drug combinations with 297,098 pairs across 59 cell lines. Regression. Given two drug SMILES strings and cell line genomic features, predict the synergy score measuring deviation from expected non-interaction effect. (1) Cell line: SF-268. Drug 1: CCC1=CC2CC(C3=C(CN(C2)C1)C4=CC=CC=C4N3)(C5=C(C=C6C(=C5)C78CCN9C7C(C=CC9)(C(C(C8N6C)(C(=O)OC)O)OC(=O)C)CC)OC)C(=O)OC.C(C(C(=O)O)O)(C(=O)O)O. Drug 2: C1=NC2=C(N=C(N=C2N1C3C(C(C(O3)CO)O)F)Cl)N. Synergy scores: CSS=20.8, Synergy_ZIP=-10.3, Synergy_Bliss=-7.86, Synergy_Loewe=-13.8, Synergy_HSA=-4.91. (2) Drug 1: CS(=O)(=O)CCNCC1=CC=C(O1)C2=CC3=C(C=C2)N=CN=C3NC4=CC(=C(C=C4)OCC5=CC(=CC=C5)F)Cl. Drug 2: C1CN(CCN1C(=O)CCBr)C(=O)CCBr. Cell line: CCRF-CEM. Synergy scores: CSS=65.5, Synergy_ZIP=-2.97, Synergy_Bliss=-2.05, Synergy_Loewe=4.86, Synergy_HSA=1.92.